Dataset: Full USPTO retrosynthesis dataset with 1.9M reactions from patents (1976-2016). Task: Predict the reactants needed to synthesize the given product. (1) The reactants are: [CH3:1][O:2][CH2:3][CH2:4][C@@H:5]1[CH2:10][CH2:9][CH2:8][N:7](C(OC(C)(C)C)=O)[CH2:6]1.[ClH:18].C(OCC)(=O)C. Given the product [ClH:18].[CH3:1][O:2][CH2:3][CH2:4][C@@H:5]1[CH2:10][CH2:9][CH2:8][NH:7][CH2:6]1, predict the reactants needed to synthesize it. (2) Given the product [OH:27][C@:20]1([CH2:19][NH:18][C:15]([C:4]2[C:3]3[C:7](=[CH:8][CH:9]=[CH:10][C:2]=3[Cl:1])[N:6]([CH2:11][CH2:12][O:13][CH3:14])[CH:5]=2)=[O:17])[CH2:25][CH2:24][CH2:23][C@@H:22]([CH3:26])[CH2:21]1, predict the reactants needed to synthesize it. The reactants are: [Cl:1][C:2]1[CH:10]=[CH:9][CH:8]=[C:7]2[C:3]=1[C:4]([C:15]([OH:17])=O)=[CH:5][N:6]2[CH2:11][CH2:12][O:13][CH3:14].[NH2:18][CH2:19][C@@:20]1([OH:27])[CH2:25][CH2:24][CH2:23][C@@H:22]([CH3:26])[CH2:21]1.C(Cl)CCl.N1(O)C2C=CC=CC=2N=N1.CCN(C(C)C)C(C)C.